Dataset: Full USPTO retrosynthesis dataset with 1.9M reactions from patents (1976-2016). Task: Predict the reactants needed to synthesize the given product. (1) Given the product [CH3:12][CH:11]([CH3:13])[CH2:10][CH2:9][CH:8]1[C:7](=[O:14])[CH2:6][CH2:5][CH2:4][C:3]1=[O:2], predict the reactants needed to synthesize it. The reactants are: C[O:2][C:3]1[CH:8]([CH2:9][CH2:10][CH:11]([CH3:13])[CH3:12])[C:7]([O:14]C)=[CH:6][CH2:5][CH:4]=1.Cl. (2) Given the product [CH2:1]([O:3][C:4]([C:6]1[CH:10]=[CH:9][N:8]([CH:11]([CH3:13])[CH3:12])[C:7]=1[CH:14]([NH:24][C:25]1[CH:26]=[C:27]([Cl:41])[C:28](=[O:40])[N:29]([CH2:31][C:32]2[CH:37]=[CH:36][C:35]([O:38][CH3:39])=[CH:34][CH:33]=2)[CH:30]=1)[C:16]1[CH:21]=[CH:20][C:19]([C:22]#[N:23])=[CH:18][CH:17]=1)=[O:5])[CH3:2], predict the reactants needed to synthesize it. The reactants are: [CH2:1]([O:3][C:4]([C:6]1[CH:10]=[CH:9][N:8]([CH:11]([CH3:13])[CH3:12])[C:7]=1[CH:14]([C:16]1[CH:21]=[CH:20][C:19]([C:22]#[N:23])=[CH:18][CH:17]=1)O)=[O:5])[CH3:2].[NH2:24][C:25]1[CH:26]=[C:27]([Cl:41])[C:28](=[O:40])[N:29]([CH2:31][C:32]2[CH:37]=[CH:36][C:35]([O:38][CH3:39])=[CH:34][CH:33]=2)[CH:30]=1.C(OC(C1C=CN(C(C)C)C=1C(C1C=CC(Cl)=CC=1)O)=O)C.NC1C(=O)N(C)C=C(Cl)C=1. (3) Given the product [CH3:1][O:2][C:3](=[O:26])[CH:4]([C:9]1[CH:10]=[C:11]([C:16]2[CH:17]=[CH:18][C:19]([C:22]([F:23])([F:25])[F:24])=[CH:20][CH:21]=2)[CH:12]=[C:13]([O:15][C:32]2[CH:31]=[CH:30][CH:29]=[C:28]([F:27])[CH:33]=2)[CH:14]=1)[CH2:5][CH:6]([CH3:8])[CH3:7], predict the reactants needed to synthesize it. The reactants are: [CH3:1][O:2][C:3](=[O:26])[CH:4]([C:9]1[CH:10]=[C:11]([C:16]2[CH:21]=[CH:20][C:19]([C:22]([F:25])([F:24])[F:23])=[CH:18][CH:17]=2)[CH:12]=[C:13]([OH:15])[CH:14]=1)[CH2:5][CH:6]([CH3:8])[CH3:7].[F:27][C:28]1[CH:29]=[C:30](B(O)O)[CH:31]=[CH:32][CH:33]=1.